From a dataset of Forward reaction prediction with 1.9M reactions from USPTO patents (1976-2016). Predict the product of the given reaction. (1) Given the reactants [CH:1]1[CH:6]=[C:5]([Cl:7])[C:4]([Cl:8])=[C:3]([C:9]2[N:14]=[N:13][C:12]([NH2:15])=[N:11][C:10]=2[NH2:16])[CH:2]=1.ClC1C(Cl)=CC=CC=1C(C#N)=O.ClC1C(Cl)=CC=CC=1C(OC(=O)C1C=CC=C(Cl)C=1Cl)=O.C(=O)(O)O.NNC(N)=N, predict the reaction product. The product is: [Cl:8][C:4]1[C:5]([Cl:7])=[CH:6][CH:1]=[CH:2][C:3]=1/[C:9](=[N:14]/[NH:13][C:12]([NH2:15])=[NH:11])/[C:10]#[N:16]. (2) Given the reactants [CH2:1]([NH:8][C@@H:9]([CH2:14][OH:15])[C:10]([O:12][CH3:13])=[O:11])[C:2]1[CH:7]=[CH:6][CH:5]=[CH:4][CH:3]=1.CCN([CH2:21][CH3:22])CC.[Si:23](Cl)([C:26]([CH3:29])([CH3:28])[CH3:27])([CH3:25])[CH3:24].O, predict the reaction product. The product is: [CH2:1]([NH:8][C@@H:9]([CH2:14][O:15][Si:23]([C:26]([CH3:29])([CH3:28])[CH3:27])([C:25]1[CH:22]=[CH:21][CH:14]=[CH:9][CH:10]=1)[C:24]1[CH:6]=[CH:7][CH:2]=[CH:3][CH:4]=1)[C:10]([O:12][CH3:13])=[O:11])[C:2]1[CH:7]=[CH:6][CH:5]=[CH:4][CH:3]=1. (3) Given the reactants [Br:1][C:2]1[CH:7]=[CH:6][C:5](B(O)O)=[CH:4][CH:3]=1.[CH3:11][C:12]1[C:16](I)=[C:15]([CH3:18])[O:14][N:13]=1.C([O-])(O)=O.[Na+], predict the reaction product. The product is: [Br:1][C:2]1[CH:7]=[CH:6][C:5]([C:16]2[C:12]([CH3:11])=[N:13][O:14][C:15]=2[CH3:18])=[CH:4][CH:3]=1. (4) The product is: [F:8][C:9]1[CH:14]=[CH:13][C:12]([C:15]2[N:16]=[C:17]([CH:27]([CH3:29])[CH3:28])[NH:18][C:19]=2[C:20]2[CH:25]=[CH:24][CH:23]=[C:22]([CH3:26])[N:21]=2)=[CH:11][C:10]=1[C:30]1[NH:33][C:34](=[O:35])[NH:36][CH:31]=1. Given the reactants Br.C(O)(=O)C.BrBr.[F:8][C:9]1[CH:14]=[CH:13][C:12]([C:15]2[N:16]=[C:17]([CH:27]([CH3:29])[CH3:28])[NH:18][C:19]=2[C:20]2[CH:25]=[CH:24][CH:23]=[C:22]([CH3:26])[N:21]=2)=[CH:11][C:10]=1[C:30](=O)[CH3:31].[NH2:33][C:34]([NH2:36])=[O:35].C([O-])(=O)C.[NH4+], predict the reaction product. (5) The product is: [NH2:33][C:31]1[S:32][C:23]([C:24](=[O:26])[CH3:25])=[C:22]([C:21]([F:29])([F:28])[F:20])[N:30]=1. Given the reactants OC1C(OS(C2C=CC(C)=CC=2)(=O)=O)=C(I)C=CC=1.[F:20][C:21]([F:29])([F:28])[C:22](=O)[CH2:23][C:24](=[O:26])[CH3:25].[NH2:30][C:31]([NH2:33])=[S:32], predict the reaction product. (6) The product is: [C:8]([C:6]1[CH:7]=[C:3]([NH:2][C:29]([NH:28][C:55]2[C:49]3[C:54](=[CH:53][CH:52]=[CH:51][CH:50]=3)[C:19]([O:22][C:42]3[CH:41]=[CH:40][N:39]=[C:38]([NH:37][CH2:36][CH:32]4[CH2:33][CH2:34][CH2:35][O:31]4)[N:43]=3)=[CH:45][CH:44]=2)=[O:30])[N:4]([C:12]2[CH:13]=[CH:14][C:15]([CH3:18])=[CH:16][CH:17]=2)[N:5]=1)([CH3:11])([CH3:10])[CH3:9]. Given the reactants Cl.[NH2:2][C:3]1[N:4]([C:12]2[CH:17]=[CH:16][C:15]([CH3:18])=[CH:14][CH:13]=2)[N:5]=[C:6]([C:8]([CH3:11])([CH3:10])[CH3:9])[CH:7]=1.[C:19]([O-:22])(O)=O.[Na+].C(Cl)(Cl)=O.[N-:28]=[C:29]=[O:30].[O:31]1[CH2:35][CH2:34][CH2:33][CH:32]1[CH2:36][NH:37][C:38]1[N:43]=[CH:42][CH:41]=[CH:40][N:39]=1.[CH3:44][CH2:45]OCC.[C:49]1([CH3:55])[CH:54]=[CH:53][CH:52]=[CH:51][CH:50]=1, predict the reaction product. (7) Given the reactants [Cl:1][C:2]1[CH:10]=[C:9]([C:11]#[C:12][CH2:13][O:14][CH3:15])[C:5]2[O:6][CH2:7][O:8][C:4]=2[C:3]=1[NH:16][C:17]1[C:26]2[C:21](=[CH:22][C:23]([O:29][CH2:30][CH2:31][CH2:32]Cl)=[C:24]([O:27][CH3:28])[CH:25]=2)[N:20]=[CH:19][N:18]=1.[F:34][CH2:35][CH2:36][N:37]1[CH2:42][CH2:41][NH:40][CH2:39][CH2:38]1.C(N(C(C)C)CC)(C)C, predict the reaction product. The product is: [Cl:1][C:2]1[CH:10]=[C:9]([C:11]#[C:12][CH2:13][O:14][CH3:15])[C:5]2[O:6][CH2:7][O:8][C:4]=2[C:3]=1[NH:16][C:17]1[C:26]2[C:21](=[CH:22][C:23]([O:29][CH2:30][CH2:31][CH2:32][N:40]3[CH2:41][CH2:42][N:37]([CH2:36][CH2:35][F:34])[CH2:38][CH2:39]3)=[C:24]([O:27][CH3:28])[CH:25]=2)[N:20]=[CH:19][N:18]=1. (8) Given the reactants [NH2:1][O:2][CH2:3][CH2:4][OH:5].[Cl:6][C:7]1[C:16]2[C:11](=[CH:12][CH:13]=[CH:14][CH:15]=2)[CH:10]=[CH:9][C:8]=1[NH:17][C:18]1[C:19]([C:26](O)=[O:27])=[CH:20][N:21]([CH3:25])[C:22](=[O:24])[CH:23]=1.C[N+]1(C2N=C(OC)N=C(OC)N=2)CCOCC1.[Cl-], predict the reaction product. The product is: [Cl:6][C:7]1[C:16]2[C:11](=[CH:12][CH:13]=[CH:14][CH:15]=2)[CH:10]=[CH:9][C:8]=1[NH:17][C:18]1[C:19]([C:26]([NH:1][O:2][CH2:3][CH2:4][OH:5])=[O:27])=[CH:20][N:21]([CH3:25])[C:22](=[O:24])[CH:23]=1. (9) Given the reactants C([O:8][C:9]1[CH:36]=[CH:35][C:34]([O:37][C:38]2[CH:43]=[CH:42][CH:41]=[CH:40][CH:39]=2)=[CH:33][C:10]=1[C:11]([NH:13][C:14]1[CH:26]=[C:25]([C:27]2[CH:32]=[CH:31][CH:30]=[CH:29][CH:28]=2)[CH:24]=[CH:23][C:15]=1[C:16]([O:18][C:19]([CH3:22])([CH3:21])[CH3:20])=[O:17])=[O:12])C1C=CC=CC=1, predict the reaction product. The product is: [OH:8][C:9]1[CH:36]=[CH:35][C:34]([O:37][C:38]2[CH:43]=[CH:42][CH:41]=[CH:40][CH:39]=2)=[CH:33][C:10]=1[C:11]([NH:13][C:14]1[CH:26]=[C:25]([C:27]2[CH:32]=[CH:31][CH:30]=[CH:29][CH:28]=2)[CH:24]=[CH:23][C:15]=1[C:16]([O:18][C:19]([CH3:22])([CH3:21])[CH3:20])=[O:17])=[O:12]. (10) The product is: [O:13]=[C:11]([C:14]1[CH:19]=[CH:18][CH:17]=[CH:16][CH:15]=1)[CH2:10][CH2:9][NH:8][C:6](=[O:7])[O:5][C:1]([CH3:2])([CH3:3])[CH3:4]. Given the reactants [C:1]([O:5][C:6]([NH:8][CH2:9][CH2:10][C:11]([OH:13])=O)=[O:7])([CH3:4])([CH3:3])[CH3:2].[C:14]1([Li])[CH:19]=[CH:18][CH:17]=[CH:16][CH:15]=1, predict the reaction product.